Dataset: Reaction yield outcomes from USPTO patents with 853,638 reactions. Task: Predict the reaction yield, written as a fraction of the theoretical maximum amount of product (1.0 means a 100% yield; for example, 0.34 means a 34% yield). (1) The reactants are [CH3:1][C:2]1[N:7]=[C:6]2[N:8]([C:11]3[CH:16]=[CH:15][C:14]([O:17][CH3:18])=[CH:13][C:12]=3[CH3:19])[CH2:9][CH2:10][C:5]2=[C:4]([N:20]2[CH:24]=[CH:23][C:22]([N:25]3[S:29](=[O:31])(=[O:30])[N:28](C(OC)=O)[CH2:27][CH2:26]3)=[N:21]2)[CH:3]=1.[OH-].[Na+].C([O-])(O)=O.[Na+]. The catalyst is CO.C(Cl)Cl. The product is [O:31]=[S:29]1(=[O:30])[NH:28][CH2:27][CH2:26][N:25]1[C:22]1[CH:23]=[CH:24][N:20]([C:4]2[CH:3]=[C:2]([CH3:1])[N:7]=[C:6]3[N:8]([C:11]4[CH:16]=[CH:15][C:14]([O:17][CH3:18])=[CH:13][C:12]=4[CH3:19])[CH2:9][CH2:10][C:5]=23)[N:21]=1. The yield is 1.00. (2) The reactants are [CH2:1]([O:3][C:4]([C:6]1[C:7]([CH3:26])=[N:8][C:9]([NH:13][CH2:14]/[CH:15]=[CH:16]/[C:17]2[CH:22]=[C:21]([OH:23])[CH:20]=[C:19](Br)[C:18]=2[CH3:25])=[N:10][C:11]=1[CH3:12])=[O:5])[CH3:2].[CH3:27]CO. The catalyst is [Pd]. The product is [CH2:1]([O:3][C:4]([C:6]1[C:7]([CH3:26])=[N:8][C:9]([NH:13][CH2:14][CH2:15][CH2:16][C:17]2[CH:22]=[C:21]([O:23][CH3:27])[CH:20]=[CH:19][C:18]=2[CH3:25])=[N:10][C:11]=1[CH3:12])=[O:5])[CH3:2]. The yield is 0.250. (3) The reactants are C[O:2][C:3](=O)[C@@H:4]([NH:15]C(OCC1C=CC=CC=1)=O)[CH2:5][O:6][CH:7]([C:9]1[CH:14]=[CH:13][CH:12]=[CH:11][CH:10]=1)[CH3:8].N. The catalyst is CO.[Pd]. The product is [NH2:15][C@@H:4]([CH2:5][O:6][CH:7]([C:9]1[CH:14]=[CH:13][CH:12]=[CH:11][CH:10]=1)[CH3:8])[CH2:3][OH:2]. The yield is 0.860. (4) The reactants are [CH3:1][N:2]1[C:6]([C:7]2[CH:19]=[N:18][C:17]3[C:16]4[CH:15]=[CH:14][C:13]([C:20]([O:22][CH3:23])=[O:21])=[CH:12][C:11]=4[NH:10][C:9]=3[CH:8]=2)=[C:5]([CH3:24])[N:4]=[N:3]1.[CH3:25][O:26][CH2:27][CH:28]([CH:30]1[CH2:35][CH2:34][O:33][CH2:32][CH2:31]1)O.C(C=P(C)(C)C)#N. No catalyst specified. The product is [CH3:1][N:2]1[C:6]([C:7]2[CH:19]=[N:18][C:17]3[C:16]4[CH:15]=[CH:14][C:13]([C:20]([O:22][CH3:23])=[O:21])=[CH:12][C:11]=4[N:10]([CH:28]([CH:30]4[CH2:35][CH2:34][O:33][CH2:32][CH2:31]4)[CH2:27][O:26][CH3:25])[C:9]=3[CH:8]=2)=[C:5]([CH3:24])[N:4]=[N:3]1. The yield is 0.500.